This data is from Forward reaction prediction with 1.9M reactions from USPTO patents (1976-2016). The task is: Predict the product of the given reaction. (1) Given the reactants [OH:1][CH2:2][CH:3]([CH2:6][OH:7])[CH2:4][OH:5].[CH3:8][C:9]([CH3:11])=O.Cl(O)(=O)(=O)=O.O.N, predict the reaction product. The product is: [CH3:8][C:9]1([CH3:11])[O:5][CH2:4][CH:3]([CH2:6][OH:7])[CH2:2][O:1]1. (2) The product is: [F:20][C:21]([F:32])([F:31])[C:22]([NH:2][C@H:3]1[CH2:7][CH2:6][N:5]([CH2:8][CH2:9][C:10]2[CH:15]=[CH:14][C:13]([N+:16]([O-:18])=[O:17])=[CH:12][CH:11]=2)[C:4]1=[O:19])=[O:23]. Given the reactants Cl.[NH2:2][C@H:3]1[CH2:7][CH2:6][N:5]([CH2:8][CH2:9][C:10]2[CH:15]=[CH:14][C:13]([N+:16]([O-:18])=[O:17])=[CH:12][CH:11]=2)[C:4]1=[O:19].[F:20][C:21]([F:32])([F:31])[C:22](O[C:22](=[O:23])[C:21]([F:32])([F:31])[F:20])=[O:23], predict the reaction product. (3) The product is: [Br:10][C:11]1[CH:12]=[C:13]2[C:18]([N:17]([C:21](=[O:26])[C:22]([F:23])([F:25])[F:24])[C@@H:16]([CH3:27])[CH2:15][N:14]2[C:29]([O:31][CH:32]2[CH2:36][CH2:35][CH2:34][CH2:33]2)=[O:30])=[CH:19][CH:20]=1. Given the reactants C(N(CC)C(C)C)(C)C.[Br:10][C:11]1[CH:12]=[C:13]2[C:18](=[CH:19][CH:20]=1)[N:17]([C:21](=[O:26])[C:22]([F:25])([F:24])[F:23])[C@@H:16]([CH3:27])[CH2:15][NH:14]2.Cl[C:29]([O:31][CH:32]1[CH2:36][CH2:35][CH2:34][CH2:33]1)=[O:30], predict the reaction product. (4) Given the reactants [NH2:1][C:2]1[C:7]([CH:8]=[O:9])=[C:6]([NH:10][CH:11]([C:13]2[CH:14]=[C:15]3[N:20]([C:21]=2[C:22]2[CH:27]=[CH:26][CH:25]=[CH:24][N:23]=2)[CH:19]=[CH:18][CH:17]=[CH:16]3)[CH3:12])[N:5]=[CH:4][N:3]=1.[BH4-].[Na+], predict the reaction product. The product is: [NH2:1][C:2]1[C:7]([CH2:8][OH:9])=[C:6]([NH:10][CH:11]([C:13]2[CH:14]=[C:15]3[N:20]([C:21]=2[C:22]2[CH:27]=[CH:26][CH:25]=[CH:24][N:23]=2)[CH:19]=[CH:18][CH:17]=[CH:16]3)[CH3:12])[N:5]=[CH:4][N:3]=1. (5) Given the reactants Cl[CH2:2][C:3]1[CH:31]=[CH:30][C:6]([O:7][CH2:8][C:9]2[N:10]=[C:11]([C:15]3[CH:16]=[CH:17][C:18]([O:25][S:26]([CH3:29])(=[O:28])=[O:27])=[C:19]([CH:24]=3)[C:20]([O:22][CH3:23])=[O:21])[O:12][C:13]=2[CH3:14])=[C:5]([O:32][CH3:33])[CH:4]=1.[OH:34][C:35]1[C:39]([CH:40]=[O:41])=[CH:38][N:37]([C:42]2[CH:47]=[CH:46][CH:45]=[CH:44][CH:43]=2)[N:36]=1.C(=O)([O-])[O-].[K+].[K+].Cl, predict the reaction product. The product is: [CH:40]([C:39]1[C:35]([O:34][CH2:2][C:3]2[CH:31]=[CH:30][C:6]([O:7][CH2:8][C:9]3[N:10]=[C:11]([C:15]4[CH:16]=[CH:17][C:18]([O:25][S:26]([CH3:29])(=[O:28])=[O:27])=[C:19]([CH:24]=4)[C:20]([O:22][CH3:23])=[O:21])[O:12][C:13]=3[CH3:14])=[C:5]([O:32][CH3:33])[CH:4]=2)=[N:36][N:37]([C:42]2[CH:47]=[CH:46][CH:45]=[CH:44][CH:43]=2)[CH:38]=1)=[O:41]. (6) Given the reactants [OH:1][C:2]1[N:3]([CH2:16][C:17]2[CH:18]=[N:19][C:20]([CH3:23])=[CH:21][CH:22]=2)[C:4]2[C:9]([N:10]=1)=[C:8]([NH2:11])[N:7]=[C:6]([NH:12][CH2:13][CH2:14][OH:15])[N:5]=2.[C:24](OC(=O)C)(=[O:26])[CH3:25].C(=O)([O-])O.[Na+], predict the reaction product. The product is: [C:24]([O:15][CH2:14][CH2:13][NH:12][C:6]1[N:5]=[C:4]2[C:9]([N:10]=[C:2]([OH:1])[N:3]2[CH2:16][C:17]2[CH:18]=[N:19][C:20]([CH3:23])=[CH:21][CH:22]=2)=[C:8]([NH2:11])[N:7]=1)(=[O:26])[CH3:25].